This data is from hERG Central: cardiac toxicity at 1µM, 10µM, and general inhibition. The task is: Predict hERG channel inhibition at various concentrations. (1) Results: hERG_inhib (hERG inhibition (general)): blocker. The drug is OC1(c2ccc(Cl)cc2)CCN(Cc2cn[nH]c2-c2ccc(F)cc2)CC1. (2) The compound is Cl.O=C(CN1CCCCCC1)Nc1ccc(Oc2ccccc2)cc1. Results: hERG_inhib (hERG inhibition (general)): blocker.